Dataset: Reaction yield outcomes from USPTO patents with 853,638 reactions. Task: Predict the reaction yield, written as a fraction of the theoretical maximum amount of product (1.0 means a 100% yield; for example, 0.34 means a 34% yield). The reactants are [NH2:1][C:2]1[CH:7]=[CH:6][C:5]([N:8]2[C:13](=[O:14])[C:12]3[CH:15]=[C:16]([F:21])[C:17]([NH:19][CH3:20])=[CH:18][C:11]=3[O:10][CH2:9]2)=[CH:4][CH:3]=1.C([O:24][C:25](=O)[NH:26][S:27]([C:30]1[S:31][C:32]([Cl:35])=[CH:33][CH:34]=1)(=[O:29])=[O:28])C. The catalyst is O1CCOCC1. The product is [Cl:35][C:32]1[S:31][C:30]([S:27]([NH:26][C:25]([NH:1][C:2]2[CH:3]=[CH:4][C:5]([N:8]3[C:13](=[O:14])[C:12]4[CH:15]=[C:16]([F:21])[C:17]([NH:19][CH3:20])=[CH:18][C:11]=4[O:10][CH2:9]3)=[CH:6][CH:7]=2)=[O:24])(=[O:29])=[O:28])=[CH:34][CH:33]=1. The yield is 0.370.